This data is from Full USPTO retrosynthesis dataset with 1.9M reactions from patents (1976-2016). The task is: Predict the reactants needed to synthesize the given product. (1) Given the product [OH:15][CH2:14][C@@H:9]1[CH2:10][CH2:11][C@H:12]([CH3:13])[N:8]1[C:6]([O:5][C:1]([CH3:2])([CH3:4])[CH3:3])=[O:7], predict the reactants needed to synthesize it. The reactants are: [C:1]([O:5][C:6]([N:8]1[C@@H:12]([CH3:13])[CH2:11][CH2:10][C@H:9]1[C:14](O)=[O:15])=[O:7])([CH3:4])([CH3:3])[CH3:2].B.CSC.CO. (2) The reactants are: [CH:1]1([C:4]2[NH:8][N:7]=[C:6]([NH:9][C:10]3[C:15]([C:16]#[CH:17])=[CH:14][N:13]=[C:12]([C:18]4[S:22][C:21]([C:23]#N)=[CH:20][CH:19]=4)[N:11]=3)[CH:5]=2)[CH2:3][CH2:2]1.[C:25]([O-])([O-])=[O:26].[K+].[K+].[ClH:31].C[OH:33]. Given the product [ClH:31].[CH:1]1([C:4]2[NH:8][N:7]=[C:6]([NH:9][C:10]3[C:15]([C:16]#[CH:17])=[CH:14][N:13]=[C:12]([C:18]4[S:22][C:21]([C:23]([O:26][CH3:25])=[O:33])=[CH:20][CH:19]=4)[N:11]=3)[CH:5]=2)[CH2:3][CH2:2]1, predict the reactants needed to synthesize it. (3) Given the product [F:1][C:2]1[CH:9]=[CH:8][CH:7]=[CH:6][C:3]=1[CH2:4][O:21][CH2:20][CH:17]1[CH2:18][CH2:19][C:14]2([O:10][CH2:11][CH2:12][O:13]2)[CH2:15][CH2:16]1, predict the reactants needed to synthesize it. The reactants are: [F:1][C:2]1[CH:9]=[CH:8][CH:7]=[CH:6][C:3]=1[CH2:4]Br.[O:10]1[C:14]2([CH2:19][CH2:18][CH:17]([CH2:20][OH:21])[CH2:16][CH2:15]2)[O:13][CH2:12][CH2:11]1. (4) Given the product [CH2:1]([O:4][C:10]([C@@H:11]([C@H:13]([C@H:15]([CH2:17][OH:18])[OH:16])[OH:14])[OH:12])=[O:9])[CH2:2][CH3:3], predict the reactants needed to synthesize it. The reactants are: [CH2:1]([OH:4])[CH2:2][CH3:3].C(Cl)(=O)C.[O:9]=[CH:10][C@@H:11]([C@H:13]([C@H:15]([CH2:17][OH:18])[OH:16])[OH:14])[OH:12]. (5) Given the product [CH3:22][O:23][C:24](=[O:29])[C:25]([NH:1][C:2]1[CH:7]=[CH:6][CH:5]=[C:4]([CH:8]2[C:17]([CH3:18])([CH3:19])[CH2:16][C:15]3[C:10](=[CH:11][CH:12]=[C:13]([C:20]#[N:21])[CH:14]=3)[NH:9]2)[CH:3]=1)([CH3:27])[CH3:26], predict the reactants needed to synthesize it. The reactants are: [NH2:1][C:2]1[CH:3]=[C:4]([CH:8]2[C:17]([CH3:19])([CH3:18])[CH2:16][C:15]3[C:10](=[CH:11][CH:12]=[C:13]([C:20]#[N:21])[CH:14]=3)[NH:9]2)[CH:5]=[CH:6][CH:7]=1.[CH3:22][O:23][C:24](=[O:29])[C:25](Br)([CH3:27])[CH3:26].C(=O)([O-])[O-].[K+].[K+]. (6) Given the product [Cl:58][C:22]1[CH:23]=[CH:24][CH:25]=[CH:26][C:21]=1[C:18]1[CH:19]=[CH:20][C:15](/[CH:14]=[CH:13]/[CH:6]2[N:7]3[CH:12]([CH2:11][CH2:10][CH2:9][CH2:8]3)[CH:4]3[C:3](=[O:33])[N:2]([CH3:1])[C:31](=[O:32])[CH:5]23)=[N:16][CH:17]=1, predict the reactants needed to synthesize it. The reactants are: [CH3:1][N:2]1[C:31](=[O:32])[CH:5]2[CH:6](/[CH:13]=[CH:14]/[C:15]3[CH:20]=[CH:19][C:18]([C:21]4[CH:26]=[CH:25][CH:24]=[C:23](C(F)(F)F)[CH:22]=4)=[CH:17][N:16]=3)[N:7]3[CH:12]([CH:4]2[C:3]1=[O:33])[CH2:11][CH2:10][CH2:9][CH2:8]3.BrC1C=CC(/C=C/C2N3C(CCCC3)C3C(=O)N(C)C(=O)C23)=NC=1.[Cl:58]C1C=CC=CC=1B(O)O. (7) The reactants are: CCN=C=NCCCN(C)C.[F:12][C:13]1([F:23])[O:22][C:21]2[C:15](=[C:16]([CH:18]=[CH:19][CH:20]=2)[NH2:17])[O:14]1.[CH3:24][C:25]1[C:26]([C:30](O)=[O:31])=[N:27][NH:28][CH:29]=1. Given the product [F:23][C:13]1([F:12])[O:22][C:21]2[C:15](=[C:16]([NH:17][C:30]([C:26]3[C:25]([CH3:24])=[CH:29][NH:28][N:27]=3)=[O:31])[CH:18]=[CH:19][CH:20]=2)[O:14]1, predict the reactants needed to synthesize it.